From a dataset of Full USPTO retrosynthesis dataset with 1.9M reactions from patents (1976-2016). Predict the reactants needed to synthesize the given product. (1) Given the product [C:1]([N:4]1[C:8]2([CH2:9][CH2:10][O:11][CH2:12][CH2:13]2)[CH2:7][CH2:6][CH:5]1[C:14]([NH:39][CH2:40][C:41]([C:43]1[CH:48]=[CH:47][C:46]([C:49]2[CH:50]=[CH:51][C:52]([C:55]3[N:56]=[C:57]([C@@H:60]4[CH2:64][CH2:63][CH2:62][N:61]4[C:65]([C@@H:66]([NH:70][C:71](=[O:72])[O:73][CH3:74])[CH:67]([CH3:69])[CH3:68])=[O:75])[NH:58][CH:59]=3)=[CH:53][CH:54]=2)=[CH:45][CH:44]=1)=[O:42])=[O:16])(=[O:3])[CH3:2], predict the reactants needed to synthesize it. The reactants are: [C:1]([N:4]1[C:8]2([CH2:13][CH2:12][O:11][CH2:10][CH2:9]2)[CH2:7][CH2:6][CH:5]1[C:14]([OH:16])=O)(=[O:3])[CH3:2].CC(C)[C@H](NC(OC)=O)C(N1C(C([NH:39][CH2:40][C:41]([C:43]2[CH:48]=[CH:47][C:46]([C:49]3[CH:54]=[CH:53][C:52]([C:55]4[N:56]=[C:57]([C@@H:60]5[CH2:64][CH2:63][CH2:62][N:61]5[C:65](=[O:75])[C@@H:66]([NH:70][C:71]([O:73][CH3:74])=[O:72])[CH:67]([CH3:69])[CH3:68])[NH:58][CH:59]=4)=[CH:51][CH:50]=3)=[CH:45][CH:44]=2)=[O:42])=O)CC2(CN(C(OC(C)(C)C)=O)C2)C1)=O. (2) Given the product [O:1]1[C:5]2[CH:6]=[C:7]([CH:10]3[CH2:15][CH2:14][N:13]([C:24]([C:23]4[C:22]([CH3:33])=[CH:21][C:20]([CH:16]5[CH2:19][CH2:18][CH2:17]5)=[C:28]([CH:27]=4)[C:29]([NH:30][CH3:31])=[O:32])=[O:25])[CH2:12][CH2:11]3)[CH:8]=[CH:9][C:4]=2[CH:3]=[CH:2]1, predict the reactants needed to synthesize it. The reactants are: [O:1]1[C:5]2[CH:6]=[C:7]([CH:10]3[CH2:15][CH2:14][NH:13][CH2:12][CH2:11]3)[CH:8]=[CH:9][C:4]=2[CH:3]=[CH:2]1.[CH:16]1([C:20]2[C:28]([C:29](=[O:32])[NH:30][CH3:31])=[CH:27][C:23]([C:24](O)=[O:25])=[C:22]([CH3:33])[CH:21]=2)[CH2:19][CH2:18][CH2:17]1.CCN=C=NCCCN(C)C.Cl.CCOC(C)=O. (3) Given the product [Cl:49][C:50]1[N:55]=[C:54]([O:1][C:2]2[CH:3]=[C:4]3[C:8](=[CH:9][CH:10]=2)[N:7]([C:11]([NH:13][C:14]2[CH:19]=[CH:18][CH:17]=[C:16]([C:20]([F:23])([F:21])[F:22])[CH:15]=2)=[O:12])[CH:6]=[CH:5]3)[CH:53]=[CH:52][N:51]=1, predict the reactants needed to synthesize it. The reactants are: [OH:1][C:2]1[CH:3]=[C:4]2[C:8](=[CH:9][CH:10]=1)[N:7]([C:11]([NH:13][C:14]1[CH:19]=[CH:18][CH:17]=[C:16]([C:20]([F:23])([F:22])[F:21])[CH:15]=1)=[O:12])[CH:6]=[CH:5]2.OC1C=C2C(=CC=1)N(C(NC1C=CC=C(C(F)(F)F)C=1)=O)CC2.[OH-].[Na+].[Cl:49][C:50]1[N:55]=[C:54](Cl)[CH:53]=[CH:52][N:51]=1. (4) The reactants are: [CH3:1][C:2]([OH:5])([CH3:4])[CH3:3].[H-].[Na+].[CH2:8]([O:10][C:11](=[O:17])[CH2:12][C:13](=[O:16])[CH2:14]Cl)[CH3:9]. Given the product [CH2:8]([O:10][C:11](=[O:17])[CH2:12][C:13](=[O:16])[CH2:14][O:5][C:2]([CH3:4])([CH3:3])[CH3:1])[CH3:9], predict the reactants needed to synthesize it. (5) The reactants are: Cl.[N:2]1([CH2:7][CH2:8][CH2:9][C:10]([OH:12])=[O:11])[CH2:6][CH2:5][CH2:4][CH2:3]1.C1N=CN(C(N2C=NC=C2)=O)C=1.[F:25][C:26]1[C:30]([C:31]2[CH:32]=[N:33][C:34]([O:37][CH3:38])=[CH:35][CH:36]=2)=[N:29][NH:28][C:27]=1[NH2:39]. Given the product [CH:10]([OH:12])=[O:11].[F:25][C:26]1[C:30]([C:31]2[CH:32]=[N:33][C:34]([O:37][CH3:38])=[CH:35][CH:36]=2)=[N:29][NH:28][C:27]=1[NH:39][C:10](=[O:12])[CH2:9][CH2:8][CH2:7][N:2]1[CH2:3][CH2:4][CH2:5][CH2:6]1, predict the reactants needed to synthesize it. (6) Given the product [CH2:1]([O:3][C:4]([C:6]1([C:9]2[CH:10]=[CH:11][C:12]([C:15]3[CH:16]=[CH:17][C:18]([C:21]4[S:22][C:23]([Cl:29])=[CH:24][C:25]=4[NH:40][C:45]([O:39][C@@H:37]([C:34]4[CH:35]=[CH:36][C:31]([F:30])=[CH:32][CH:33]=4)[CH3:38])=[O:49])=[CH:19][CH:20]=3)=[CH:13][CH:14]=2)[CH2:8][CH2:7]1)=[O:5])[CH3:2], predict the reactants needed to synthesize it. The reactants are: [CH2:1]([O:3][C:4]([C:6]1([C:9]2[CH:14]=[CH:13][C:12]([C:15]3[CH:20]=[CH:19][C:18]([C:21]4[S:22][C:23]([Cl:29])=[CH:24][C:25]=4C(=O)N)=[CH:17][CH:16]=3)=[CH:11][CH:10]=2)[CH2:8][CH2:7]1)=[O:5])[CH3:2].[F:30][C:31]1[CH:36]=[CH:35][C:34]([C@H:37]([OH:39])[CH3:38])=[CH:33][CH:32]=1.[N:40]1[CH:45]=CC=CC=1.FC(F)(F)C(OI(C1C=CC=CC=1)OC(=O)C(F)(F)F)=[O:49]. (7) Given the product [NH2:24][C:19]1[N:20]=[C:21]([N:12]2[CH2:13][CH2:14][CH2:15][C@H:10]([C:8]([NH:7][CH:1]3[CH2:2][CH2:3][CH2:4][CH2:5][CH2:6]3)=[O:9])[CH2:11]2)[CH:22]=[C:17]([Cl:16])[N:18]=1, predict the reactants needed to synthesize it. The reactants are: [CH:1]1([NH:7][C:8]([C@H:10]2[CH2:15][CH2:14][CH2:13][NH:12][CH2:11]2)=[O:9])[CH2:6][CH2:5][CH2:4][CH2:3][CH2:2]1.[Cl:16][C:17]1[CH:22]=[C:21](Cl)[N:20]=[C:19]([NH2:24])[N:18]=1.C(N(CC)CC)C. (8) Given the product [CH3:3][C:2]([C:1]([O:6][CH:7]1[C@@:12]2([CH3:23])[C:14]([CH3:15])([CH3:13])[C@H:9]([CH2:10][CH2:11]2)[CH2:8]1)=[O:5])=[CH2:4].[CH3:33][CH:34]([OH:42])[CH2:35][O:36][C:37]([C:39]([CH3:41])=[CH2:40])=[O:38], predict the reactants needed to synthesize it. The reactants are: [C:1]([O:6][CH:7]1[CH2:12][CH2:11][CH2:10][CH2:9][CH2:8]1)(=[O:5])[C:2]([CH3:4])=[CH2:3].[C:13](OCCCC)(=O)[C:14](C)=[CH2:15].[C:23](OCC(C)C)(=O)C(C)=C.[CH3:33][CH:34]([OH:42])[CH2:35][O:36][C:37]([C:39]([CH3:41])=[CH2:40])=[O:38]. (9) Given the product [Br:1][C:2]1[CH:11]=[C:10]([CH2:12][OH:13])[CH:9]=[C:8]2[C:3]=1[CH2:4][N:5]([CH2:25][C:26]1[CH:27]=[CH:28][C:29]([O:32][CH3:33])=[CH:30][CH:31]=1)[C:6](=[O:24])[N:7]2[C:16]1[C:17]([Cl:23])=[CH:18][CH:19]=[CH:20][C:21]=1[Cl:22], predict the reactants needed to synthesize it. The reactants are: [Br:1][C:2]1[CH:11]=[C:10]([C:12](OC)=[O:13])[CH:9]=[C:8]2[C:3]=1[CH2:4][N:5]([CH2:25][C:26]1[CH:31]=[CH:30][C:29]([O:32][CH3:33])=[CH:28][CH:27]=1)[C:6](=[O:24])[N:7]2[C:16]1[C:21]([Cl:22])=[CH:20][CH:19]=[CH:18][C:17]=1[Cl:23].[H-].[Al+3].[Li+].[H-].[H-].[H-]. (10) Given the product [Cl:15][C:10]1[CH:9]=[C:8]([C@H:7]([NH:16][C:17](=[O:18])[O:19][C:20]([CH3:23])([CH3:22])[CH3:21])[CH2:6][I:34])[CH:13]=[CH:12][C:11]=1[F:14], predict the reactants needed to synthesize it. The reactants are: CS(O[CH2:6][C@@H:7]([NH:16][C:17]([O:19][C:20]([CH3:23])([CH3:22])[CH3:21])=[O:18])[C:8]1[CH:13]=[CH:12][C:11]([F:14])=[C:10]([Cl:15])[CH:9]=1)(=O)=O.C1COCC1.CC(C)=O.[Na+].[I-:34].